This data is from Full USPTO retrosynthesis dataset with 1.9M reactions from patents (1976-2016). The task is: Predict the reactants needed to synthesize the given product. (1) Given the product [CH3:2][C:1]1[NH:20][N:21]=[C:13]2[C:12]3[CH:11]=[C:10]4[CH:15]=[CH:16][CH:17]=[CH:18][C:9]4=[CH:8][C:7]=3[NH:6][C:5](=[O:19])[C:4]=12, predict the reactants needed to synthesize it. The reactants are: [C:1]([C:4]1[C:5](=[O:19])[NH:6][C:7]2[C:12]([C:13]=1O)=[CH:11][C:10]1[CH:15]=[CH:16][CH:17]=[CH:18][C:9]=1[CH:8]=2)(=O)[CH3:2].[NH2:20][NH2:21]. (2) Given the product [C:1](=[O:12])([O:2][C@@H:3]1[CH2:7][O:6][C@@H:5]2[C@H:8]([OH:11])[CH2:9][O:10][C@H:4]12)[O:32][CH2:31][CH2:30][C:29]([CH3:34])([CH3:33])[CH2:28][CH:27]([O:35][N+:36]([O-:38])=[O:37])[CH2:26][O:25][N+:23]([O-:39])=[O:24], predict the reactants needed to synthesize it. The reactants are: [C:1](=O)([O:12]C1C=CC([N+]([O-])=O)=CC=1)[O:2][C@@H:3]1[CH2:7][O:6][C@@H:5]2[C@H:8]([OH:11])[CH2:9][O:10][C@H:4]12.[N+:23]([O-:39])([O:25][CH2:26][CH:27]([O:35][N+:36]([O-:38])=[O:37])[CH2:28][C:29]([CH3:34])([CH3:33])[CH2:30][CH2:31][OH:32])=[O:24].